This data is from Full USPTO retrosynthesis dataset with 1.9M reactions from patents (1976-2016). The task is: Predict the reactants needed to synthesize the given product. (1) Given the product [CH2:6]([CH:5]1[C:4]([CH2:12][CH2:13][CH2:14][CH2:15][CH3:16])=[CH:3][CH2:2][S:1]1)[CH2:7][CH2:8][CH2:9][CH2:10][CH3:11], predict the reactants needed to synthesize it. The reactants are: [S:1]1[CH:3]([C:4]([CH2:12][CH2:13][CH2:14][CH2:15][CH3:16])=[CH:5][CH2:6][CH2:7][CH2:8][CH2:9][CH2:10][CH3:11])[CH2:2]1. (2) The reactants are: C(O[C:4]([C:6]1[N:7]([CH2:17][CH3:18])[N:8]=[C:9]([C:11]2[CH:16]=[CH:15][CH:14]=[CH:13][CH:12]=2)[CH:10]=1)=[O:5])C.[OH-].[Na+].Cl.[CH3:22][O:23][NH:24][CH3:25].Cl.C(NCC)(C)C. Given the product [CH3:22][O:23][N:24]([CH3:25])[C:4]([C:6]1[N:7]([CH2:17][CH3:18])[N:8]=[C:9]([C:11]2[CH:12]=[CH:13][CH:14]=[CH:15][CH:16]=2)[CH:10]=1)=[O:5], predict the reactants needed to synthesize it. (3) Given the product [F:1][C:2]1[CH:3]=[CH:4][CH:5]=[C:6]2[C:10]=1[NH:9][C:8]([S:18]([N:21]1[CH2:26][CH2:25][CH2:24][C@H:23]([C:27]3[C:28]([N:47]([CH3:52])[S:48]([CH3:51])(=[O:50])=[O:49])=[CH:29][C:30]4[O:34][C:33]([C:35]5[CH:36]=[CH:37][C:38]([F:41])=[CH:39][CH:40]=5)=[C:32]([C:42]([NH:43][CH3:44])=[O:45])[C:31]=4[CH:46]=3)[CH2:22]1)(=[O:19])=[O:20])=[CH:7]2.[F:41][C:38]1[CH:39]=[CH:40][C:35]([C:33]2[O:34][C:30]3[CH:29]=[C:28]([N:47]([CH3:52])[S:48]([CH3:51])(=[O:49])=[O:50])[CH:27]=[CH:46][C:31]=3[C:32]=2[C:42]([NH:43][CH3:44])=[O:45])=[CH:36][CH:37]=1, predict the reactants needed to synthesize it. The reactants are: [F:1][C:2]1[CH:3]=[CH:4][CH:5]=[C:6]2[C:10]=1[N:9](C(OC(C)(C)C)=O)[C:8]([S:18]([N:21]1[CH2:26][CH2:25][CH2:24][C@H:23]([C:27]3[C:28]([N:47]([CH3:52])[S:48]([CH3:51])(=[O:50])=[O:49])=[CH:29][C:30]4[O:34][C:33]([C:35]5[CH:40]=[CH:39][C:38]([F:41])=[CH:37][CH:36]=5)=[C:32]([C:42](=[O:45])[NH:43][CH3:44])[C:31]=4[CH:46]=3)[CH2:22]1)(=[O:20])=[O:19])=[CH:7]2.C(O)(C(F)(F)F)=O. (4) The reactants are: O=C1C2C(=CC=CC=2)N=C(C(OCC)=O)N1.[CH3:17][O:18][C:19]1[CH:24]=[CH:23][C:22]([C:25]2[C:33]3[C:32](=[O:34])[NH:31][C:30]([C:35](OCC)=[O:36])=[N:29][C:28]=3[S:27][CH:26]=2)=[CH:21][CH:20]=1.C1(C(C2C=CC=CC=2)(C2C=CC=CC=2)N2C=NC(CCCOC3C=C(CN)C=CN=3)=N2)C=CC=CC=1.C1(C(C2C=CC=CC=2)(C2C=CC=CC=2)[N:83]2[CH:87]=[N:86][C:85]([O:88][CH2:89][CH2:90][O:91][C:92]3[CH:93]=[C:94]([CH2:98][NH2:99])[CH:95]=[CH:96][CH:97]=3)=[N:84]2)C=CC=CC=1. Given the product [CH3:17][O:18][C:19]1[CH:24]=[CH:23][C:22]([C:25]2[C:33]3[C:32](=[O:34])[NH:31][C:30]([C:35]([NH:99][CH2:98][C:94]4[CH:95]=[CH:96][CH:97]=[C:92]([O:91][CH2:90][CH2:89][O:88][C:85]5[N:86]=[CH:87][NH:83][N:84]=5)[CH:93]=4)=[O:36])=[N:29][C:28]=3[S:27][CH:26]=2)=[CH:21][CH:20]=1, predict the reactants needed to synthesize it. (5) Given the product [ClH:1].[Cl:1][C:2]1[CH:3]=[C:4]([C:9](=[O:13])[CH2:10][C:11]([S:21][C:18]2[CH:19]=[CH:20][C:15]([Cl:14])=[CH:16][CH:17]=2)=[NH:12])[CH:5]=[CH:6][C:7]=1[F:8], predict the reactants needed to synthesize it. The reactants are: [Cl:1][C:2]1[CH:3]=[C:4]([C:9](=[O:13])[CH2:10][C:11]#[N:12])[CH:5]=[CH:6][C:7]=1[F:8].[Cl:14][C:15]1[CH:20]=[CH:19][C:18]([SH:21])=[CH:17][CH:16]=1.